From a dataset of Catalyst prediction with 721,799 reactions and 888 catalyst types from USPTO. Predict which catalyst facilitates the given reaction. (1) Reactant: [CH2:1]([O:3][CH:4]1[CH2:9][CH2:8][CH:7]([C:10]2[CH:15]=[CH:14][C:13]([C:16]3(O)[CH2:21][CH2:20][CH:19]([CH:22]4[CH2:31][CH2:30][C:25]5([O:29][CH2:28][CH2:27][O:26]5)[CH2:24][CH2:23]4)[CH2:18][CH2:17]3)=[C:12]([F:33])[CH:11]=2)[CH2:6][CH2:5]1)[CH3:2].C1(C)C=CC(S(O)(=O)=O)=CC=1.C1(C)C=CC=CC=1. Product: [CH2:1]([O:3][CH:4]1[CH2:5][CH2:6][CH:7]([C:10]2[CH:15]=[CH:14][C:13]([C:16]3[CH2:21][CH2:20][CH:19]([CH:22]4[CH2:23][CH2:24][C:25]5([O:26][CH2:27][CH2:28][O:29]5)[CH2:30][CH2:31]4)[CH2:18][CH:17]=3)=[C:12]([F:33])[CH:11]=2)[CH2:8][CH2:9]1)[CH3:2]. The catalyst class is: 6. (2) Reactant: [F:1][C:2]1[CH:3]=[CH:4][C:5]([N+:9]([O-:11])=[O:10])=[C:6]([OH:8])[CH:7]=1.I[CH:13]([CH3:15])[CH3:14].C(=O)([O-])[O-].[K+].[K+]. Product: [F:1][C:2]1[CH:3]=[CH:4][C:5]([N+:9]([O-:11])=[O:10])=[C:6]([O:8][CH:13]([CH3:15])[CH3:14])[CH:7]=1. The catalyst class is: 21.